This data is from Peptide-MHC class II binding affinity with 134,281 pairs from IEDB. The task is: Regression. Given a peptide amino acid sequence and an MHC pseudo amino acid sequence, predict their binding affinity value. This is MHC class II binding data. (1) The binding affinity (normalized) is 0.324. The MHC is HLA-DQA10201-DQB10202 with pseudo-sequence HLA-DQA10201-DQB10202. The peptide sequence is AQGPKATFEAMYLGT. (2) The peptide sequence is TWHYCGSYVTKTSGS. The MHC is DRB1_1301 with pseudo-sequence DRB1_1301. The binding affinity (normalized) is 0.443. (3) The binding affinity (normalized) is 0.529. The peptide sequence is DHSKWGPHMSPALFF. The MHC is DRB1_0101 with pseudo-sequence DRB1_0101. (4) The peptide sequence is YDKFLANVSNVLTGK. The MHC is DRB3_0202 with pseudo-sequence DRB3_0202. The binding affinity (normalized) is 0.887. (5) The peptide sequence is IYWTIVKPGDILLIN. The MHC is DRB4_0101 with pseudo-sequence DRB4_0103. The binding affinity (normalized) is 0.191. (6) The peptide sequence is YALNEDLRSWTAADT. The MHC is DRB1_1201 with pseudo-sequence DRB1_1201. The binding affinity (normalized) is 0.373. (7) The binding affinity (normalized) is 0. The peptide sequence is DVALSEQGEFKLLSE. The MHC is HLA-DQA10201-DQB10301 with pseudo-sequence HLA-DQA10201-DQB10301.